This data is from Ames mutagenicity test results for genotoxicity prediction. The task is: Regression/Classification. Given a drug SMILES string, predict its toxicity properties. Task type varies by dataset: regression for continuous values (e.g., LD50, hERG inhibition percentage) or binary classification for toxic/non-toxic outcomes (e.g., AMES mutagenicity, cardiotoxicity, hepatotoxicity). Dataset: ames. (1) The molecule is CC(C)CCCCCCOC(=O)CCCCC(=O)OCCCCCCC(C)C. The result is 0 (non-mutagenic). (2) The compound is O=C1C(=O)C(c2ccc(O)c(O)c2)Oc2cc(O)cc(O)c21. The result is 1 (mutagenic).